Dataset: Catalyst prediction with 721,799 reactions and 888 catalyst types from USPTO. Task: Predict which catalyst facilitates the given reaction. (1) Reactant: [F:1][C:2]([F:9])([F:8])[C:3]1[CH:7]=[CH:6][NH:5][N:4]=1.C1C(=O)N([I:17])C(=O)C1. Product: [I:17][C:7]1[C:3]([C:2]([F:9])([F:8])[F:1])=[N:4][NH:5][CH:6]=1. The catalyst class is: 82. (2) Reactant: [F-].[K+].F[C:4]1[CH:11]=[CH:10][CH:9]=[CH:8][C:5]=1[C:6]#[N:7].[F:12][C:13](F)([F:22])[O:14][C:15]1[CH:16]=[C:17]([OH:21])[CH:18]=[CH:19][CH:20]=1.C1OCCOCCOCCOCCOCCOC1. Product: [F:12][CH:13]([F:22])[O:14][C:15]1[CH:16]=[C:17]([CH:18]=[CH:19][CH:20]=1)[O:21][C:4]1[CH:11]=[CH:10][CH:9]=[CH:8][C:5]=1[C:6]#[N:7]. The catalyst class is: 148. (3) Reactant: Cl[C:2]1[N:7]=[C:6]([O:8][C:9]2[CH:10]=[C:11]3[C:16](=[CH:17][CH:18]=2)[C:15]([C:19]([NH:21][C:22]2[CH:27]=[CH:26][CH:25]=[C:24]([C:28]([F:31])([F:30])[F:29])[CH:23]=2)=[O:20])=[CH:14][CH:13]=[CH:12]3)[CH:5]=[CH:4][N:3]=1. Product: [N:3]1[CH:4]=[CH:5][C:6]([O:8][C:9]2[CH:10]=[C:11]3[C:16](=[CH:17][CH:18]=2)[C:15]([C:19]([NH:21][C:22]2[CH:27]=[CH:26][CH:25]=[C:24]([C:28]([F:29])([F:31])[F:30])[CH:23]=2)=[O:20])=[CH:14][CH:13]=[CH:12]3)=[N:7][CH:2]=1. The catalyst class is: 582. (4) Reactant: [CH3:1][C:2]1[C:3]([C:22]2[CH:27]=[CH:26][CH:25]=[CH:24][CH:23]=2)=[C:4]([O:14][C:15]2[CH:21]=[CH:20][C:18]([NH2:19])=[CH:17][CH:16]=2)[C:5]2[C:10]([CH:11]=1)=[CH:9][C:8]([O:12][CH3:13])=[CH:7][CH:6]=2.CCN(CC)CC.[CH2:35]([S:37](Cl)(=[O:39])=[O:38])[CH3:36]. Product: [CH3:13][O:12][C:8]1[CH:9]=[C:10]2[C:5](=[CH:6][CH:7]=1)[C:4]([O:14][C:15]1[CH:21]=[CH:20][C:18]([NH:19][S:37]([CH2:35][CH3:36])(=[O:39])=[O:38])=[CH:17][CH:16]=1)=[C:3]([C:22]1[CH:27]=[CH:26][CH:25]=[CH:24][CH:23]=1)[C:2]([CH3:1])=[CH:11]2. The catalyst class is: 79. (5) Reactant: [Cl:1][C:2]1[CH:7]=[C:6]([C:8]2[C:13]([CH3:14])=[N:12][CH:11]=[CH:10][N:9]=2)[CH:5]=[CH:4][C:3]=1[C:15]1[C:37](=[O:38])[N:36]([CH2:39][CH3:40])[C:18]2[N:19]=[C:20]([NH:23][CH:24]3[CH2:28][CH2:27][N:26](C(OC(C)(C)C)=O)[CH2:25]3)[N:21]=[CH:22][C:17]=2[CH:16]=1.Cl.CO. Product: [C:3]([C:22]1[C:17]2[CH:16]=[C:15]([C:3]3[CH:4]=[CH:5][C:6]([C:8]4[C:13]([CH3:14])=[N:12][CH:11]=[CH:10][N:9]=4)=[CH:7][C:2]=3[Cl:1])[C:37](=[O:38])[N:36]([CH2:39][CH3:40])[C:18]=2[N:19]=[C:20]([NH:23][CH:24]2[CH2:28][CH2:27][NH:26][CH2:25]2)[N:21]=1)([CH3:15])([CH3:4])[CH3:2]. The catalyst class is: 5. (6) Reactant: [CH2:1]([N:4]([CH2:8][C:9](=[O:11])[CH3:10])[CH2:5][CH2:6][CH3:7])[CH2:2][CH3:3].[ClH:12]. Product: [ClH:12].[CH2:5]([N:4]([CH2:8][C:9](=[O:11])[CH3:10])[CH2:1][CH2:2][CH3:3])[CH2:6][CH3:7]. The catalyst class is: 6. (7) Reactant: [C:1]1([S:7]([N:10]2[C:14]3=[N:15][CH:16]=[C:17]([C:19]4[CH:20]=[N:21][NH:22][CH:23]=4)[CH:18]=[C:13]3[C:12]([C:24]3[N:29]=[C:28]([O:30][CH:31]4[CH2:36][CH2:35][N:34]([C:37]([O:39][C:40]([CH3:43])([CH3:42])[CH3:41])=[O:38])[CH2:33][CH2:32]4)[CH:27]=[N:26][CH:25]=3)=[CH:11]2)(=[O:9])=[O:8])[CH:6]=[CH:5][CH:4]=[CH:3][CH:2]=1.I[CH2:45][CH3:46].[H-].[Na+]. Product: [CH2:45]([N:22]1[CH:23]=[C:19]([C:17]2[CH:18]=[C:13]3[C:12]([C:24]4[N:29]=[C:28]([O:30][CH:31]5[CH2:32][CH2:33][N:34]([C:37]([O:39][C:40]([CH3:43])([CH3:42])[CH3:41])=[O:38])[CH2:35][CH2:36]5)[CH:27]=[N:26][CH:25]=4)=[CH:11][N:10]([S:7]([C:1]4[CH:6]=[CH:5][CH:4]=[CH:3][CH:2]=4)(=[O:8])=[O:9])[C:14]3=[N:15][CH:16]=2)[CH:20]=[N:21]1)[CH3:46]. The catalyst class is: 3. (8) Reactant: S(Cl)([Cl:4])(=O)=O.[F:6][C:7]1[CH:12]=[CH:11][C:10]([C:13](=[O:21])[CH2:14][C:15]2[CH:20]=[CH:19][CH:18]=[CH:17][CH:16]=2)=[CH:9][CH:8]=1. Product: [Cl:4][CH:14]([C:15]1[CH:16]=[CH:17][CH:18]=[CH:19][CH:20]=1)[C:13]([C:10]1[CH:9]=[CH:8][C:7]([F:6])=[CH:12][CH:11]=1)=[O:21]. The catalyst class is: 2.